This data is from Forward reaction prediction with 1.9M reactions from USPTO patents (1976-2016). The task is: Predict the product of the given reaction. (1) Given the reactants [CH3:1][O:2][C:3]1[CH:4]=[C:5]([CH:17]=[CH:18][C:19]([O:21]CC)=[O:20])[CH:6]=[CH:7][C:8]=1[O:9][CH2:10][C:11]1[CH:16]=[CH:15][CH:14]=[CH:13][CH:12]=1.[OH-].[Na+], predict the reaction product. The product is: [CH3:1][O:2][C:3]1[CH:4]=[C:5]([CH:17]=[CH:18][C:19]([OH:21])=[O:20])[CH:6]=[CH:7][C:8]=1[O:9][CH2:10][C:11]1[CH:16]=[CH:15][CH:14]=[CH:13][CH:12]=1. (2) Given the reactants [CH3:1][C:2]1[CH:3]=[C:4]([NH:17][C:18]2[N:23]=[C:22]([C:24]([F:27])([F:26])[F:25])[CH:21]=[CH:20][N:19]=2)[CH:5]=[C:6](B2OC(C)(C)C(C)(C)O2)[CH:7]=1.Br[C:29]1[CH:30]=[C:31]([CH:36]=[CH:37][CH:38]=1)[C:32]([O:34][CH3:35])=[O:33].O1CCOCC1.C(=O)([O-])[O-].[Na+].[Na+], predict the reaction product. The product is: [CH3:1][C:2]1[CH:7]=[C:6]([C:29]2[CH:38]=[CH:37][CH:36]=[C:31]([C:32]([O:34][CH3:35])=[O:33])[CH:30]=2)[CH:5]=[C:4]([NH:17][C:18]2[N:23]=[C:22]([C:24]([F:27])([F:25])[F:26])[CH:21]=[CH:20][N:19]=2)[CH:3]=1. (3) The product is: [F:22][C:21]1[CH:20]=[CH:19][CH:18]=[C:17]([F:23])[C:16]=1[N:11]1[C:10]2[N:24]=[C:6]([NH:5][CH2:4][CH2:3][CH2:2][NH:40][CH2:38][CH3:39])[N:7]=[C:8]([C:25]3[CH:26]=[C:27]([CH:34]=[CH:35][C:36]=3[CH3:37])[C:28]([NH:30][CH2:31][CH2:32][CH3:33])=[O:29])[C:9]=2[CH2:14][NH:13][C:12]1=[O:15]. Given the reactants Cl[CH2:2][CH2:3][CH2:4][NH:5][C:6]1[N:7]=[C:8]([C:25]2[CH:26]=[C:27]([CH:34]=[CH:35][C:36]=2[CH3:37])[C:28]([NH:30][CH2:31][CH2:32][CH3:33])=[O:29])[C:9]2[CH2:14][NH:13][C:12](=[O:15])[N:11]([C:16]3[C:21]([F:22])=[CH:20][CH:19]=[CH:18][C:17]=3[F:23])[C:10]=2[N:24]=1.[CH2:38]([NH2:40])[CH3:39].C(=O)([O-])[O-].[K+].[K+], predict the reaction product. (4) Given the reactants [CH3:1][O:2][C:3](=[O:14])[C:4]1C=CC(C)=C(C(O)=O)[CH:5]=1.C(OOC(=O)C1C=CC=CC=1)(=O)C1C=CC=CC=1.[Br:33]N1C(=O)CCC1=O.C[CH2:42][CH2:43][CH2:44][CH2:45][CH3:46].C[CH2:48][O:49][C:50]([CH3:52])=[O:51], predict the reaction product. The product is: [CH3:48][O:49][C:50](=[O:51])[C:52]1[CH:46]=[CH:45][C:44]([CH2:43][CH2:42][Br:33])=[C:4]([C:3]([O:2][CH3:1])=[O:14])[CH:5]=1. (5) Given the reactants [CH3:1][N:2]1[C:6]2=[CH:7][C:8]3[C:9]([CH3:19])([CH3:18])[C:10](=[CH:15][CH:16]=O)[N:11]([CH3:14])[C:12]=3[CH:13]=[C:5]2[C:4]([CH3:21])([CH3:20])[C:3]1=[CH:22][CH:23]=O.[I-:25].[CH3:26][C:27]1[S:28][C:29]2[CH:36]=[CH:35][CH:34]=[CH:33][C:30]=2[N+:31]=1[CH3:32], predict the reaction product. The product is: [I-:25].[I-:25].[CH3:1][N:2]1[C:6]2=[CH:7][C:8]3[C:9]([CH3:19])([CH3:18])[C:10](=[CH:15][CH:16]=[CH:26][C:27]4[S:28][C:29]5[CH:36]=[CH:35][CH:34]=[CH:33][C:30]=5[N+:31]=4[CH3:32])[N:11]([CH3:14])[C:12]=3[CH:13]=[C:5]2[C:4]([CH3:21])([CH3:20])[C:3]1=[CH:22][CH:23]=[CH:26][C:27]1[S:28][C:29]2[CH:36]=[CH:35][CH:34]=[CH:33][C:30]=2[N+:31]=1[CH3:32]. (6) Given the reactants Cl[C:2]1[C:11]2[C:6](=[CH:7][CH:8]=[CH:9][CH:10]=2)[CH:5]=[C:4]([NH:12][C:13]2[CH:17]=[C:16]([CH3:18])[NH:15][N:14]=2)[N:3]=1.[C:19]([NH:22][C:23]1[CH:28]=[CH:27][C:26](B(O)O)=[CH:25][CH:24]=1)(=[O:21])[CH3:20], predict the reaction product. The product is: [CH3:18][C:16]1[NH:15][N:14]=[C:13]([NH:12][C:4]2[N:3]=[C:2]([C:26]3[CH:27]=[CH:28][C:23]([NH:22][C:19](=[O:21])[CH3:20])=[CH:24][CH:25]=3)[C:11]3[C:6]([CH:5]=2)=[CH:7][CH:8]=[CH:9][CH:10]=3)[CH:17]=1.